The task is: Predict the reactants needed to synthesize the given product.. This data is from Full USPTO retrosynthesis dataset with 1.9M reactions from patents (1976-2016). (1) Given the product [CH2:1]([C@H:8]1[CH2:12][O:11][C:10](=[O:13])[N:9]1[C:14]([C@H:15]([CH2:16][CH:17]=[CH2:18])[CH2:31][C:32]([O:34][C:35]([CH3:38])([CH3:37])[CH3:36])=[O:33])=[O:19])[C:2]1[CH:3]=[CH:4][CH:5]=[CH:6][CH:7]=1, predict the reactants needed to synthesize it. The reactants are: [CH2:1]([C@H:8]1[CH2:12][O:11][C:10](=[O:13])[N:9]1[C:14](=[O:19])[CH2:15][CH2:16][CH:17]=[CH2:18])[C:2]1[CH:7]=[CH:6][CH:5]=[CH:4][CH:3]=1.C[Si]([N-][Si](C)(C)C)(C)C.[Na+].Br[CH2:31][C:32]([O:34][C:35]([CH3:38])([CH3:37])[CH3:36])=[O:33]. (2) Given the product [F:20][C:21]1[CH:22]=[N:23][CH:24]=[CH:25][C:26]=1[CH:27]([OH:28])[CH2:29][N:7]1[C:8]2[CH:9]=[CH:10][C:2]([CH3:1])=[CH:3][C:4]=2[C:5]2[CH:17]3[N:13]([CH2:12][CH2:11][C:6]1=2)[CH2:14][CH2:15][CH2:16]3, predict the reactants needed to synthesize it. The reactants are: [CH3:1][C:2]1[CH:10]=[CH:9][C:8]2[NH:7][C:6]3[CH2:11][CH2:12][N:13]4[CH:17]([C:5]=3[C:4]=2[CH:3]=1)[CH2:16][CH2:15][CH2:14]4.[H-].[Na+].[F:20][C:21]1[CH:22]=[N:23][CH:24]=[CH:25][C:26]=1[CH:27]1[CH2:29][O:28]1. (3) Given the product [F:39][CH:37]([F:38])[C:29]1[N:28]([C:18]2[N:19]=[C:20]([N:22]3[CH2:23][CH2:24][O:25][CH2:26][CH2:27]3)[N:21]=[C:16]([NH:1][C:2]3[CH:3]=[N:4][CH:5]=[CH:6][C:7]=3[O:8][CH3:9])[N:17]=2)[C:32]2[CH:33]=[CH:34][CH:35]=[CH:36][C:31]=2[N:30]=1, predict the reactants needed to synthesize it. The reactants are: [NH2:1][C:2]1[CH:3]=[N:4][CH:5]=[CH:6][C:7]=1[O:8][CH3:9].C([Li])CCC.Cl[C:16]1[N:21]=[C:20]([N:22]2[CH2:27][CH2:26][O:25][CH2:24][CH2:23]2)[N:19]=[C:18]([N:28]2[C:32]3[CH:33]=[CH:34][CH:35]=[CH:36][C:31]=3[N:30]=[C:29]2[CH:37]([F:39])[F:38])[N:17]=1. (4) Given the product [CH:1]1([C:4]2[N:5]=[C:6]3[N:9]=[C:23]([OH:24])[C:17]([C:14]4[CH:15]=[CH:16][C:11]([F:10])=[CH:12][CH:13]=4)=[C:18]([OH:19])[N:7]3[N:8]=2)[CH2:3][CH2:2]1, predict the reactants needed to synthesize it. The reactants are: [CH:1]1([C:4]2[NH:8][N:7]=[C:6]([NH2:9])[N:5]=2)[CH2:3][CH2:2]1.[F:10][C:11]1[CH:16]=[CH:15][C:14]([CH:17]([C:23](OCC)=[O:24])[C:18](OCC)=[O:19])=[CH:13][CH:12]=1.C(N(CCCC)CCCC)CCC. (5) Given the product [S:1]1[CH:5]=[CH:4][CH:3]=[C:2]1[CH2:6][CH2:7][NH:8][C:15]([C:12]1[CH:13]=[CH:14][C:9]([C:18]2[CH:19]=[CH:20][CH:21]=[CH:22][CH:23]=2)=[CH:10][CH:11]=1)=[O:16], predict the reactants needed to synthesize it. The reactants are: [S:1]1[CH:5]=[CH:4][CH:3]=[C:2]1[CH2:6][CH2:7][NH2:8].[C:9]1([C:18]2[CH:23]=[CH:22][CH:21]=[CH:20][CH:19]=2)[CH:14]=[CH:13][C:12]([C:15](Cl)=[O:16])=[CH:11][CH:10]=1.C(N(CC)CC)C. (6) The reactants are: Br[C:2]1[CH:3]=[CH:4][C:5]([F:25])=[C:6]([C:8]2[N:13]=[C:12]([C:14]([O:16][CH2:17][CH3:18])=[O:15])[C:11]([NH:19][CH:20]([CH3:24])[CH2:21][O:22][CH3:23])=[CH:10][CH:9]=2)[CH:7]=1.[C:26]([C@:28]1([OH:35])[CH2:32][CH2:31][N:30]([CH3:33])[C:29]1=[O:34])#[CH:27]. Given the product [F:25][C:5]1[CH:4]=[CH:3][C:2]([C:27]#[C:26][C@:28]2([OH:35])[CH2:32][CH2:31][N:30]([CH3:33])[C:29]2=[O:34])=[CH:7][C:6]=1[C:8]1[N:13]=[C:12]([C:14]([O:16][CH2:17][CH3:18])=[O:15])[C:11]([NH:19][CH:20]([CH3:24])[CH2:21][O:22][CH3:23])=[CH:10][CH:9]=1, predict the reactants needed to synthesize it.